From a dataset of Forward reaction prediction with 1.9M reactions from USPTO patents (1976-2016). Predict the product of the given reaction. (1) The product is: [O:30]1[CH2:16][CH:17]=[C:12]([C:10]2[CH:11]=[C:2]3[C:3]([C:4](=[O:5])[NH:29][CH:18]=[N:1]3)=[CH:8][CH:9]=2)[CH2:13][CH2:14]1. Given the reactants [NH2:1][C:2]1[CH:11]=[C:10]([C:12]2[CH2:13][CH2:14]O[CH2:16][CH:17]=2)[CH:9]=[CH:8][C:3]=1[C:4](OC)=[O:5].[CH:18](OC)(OC)OC.C([O-])(=O)C.[NH4+:29].[OH2:30], predict the reaction product. (2) Given the reactants [Br:1][C:2]1[N:3]=[C:4]([C:15](=[O:22])[CH2:16][C:17]([O:19][CH2:20][CH3:21])=[O:18])[N:5]([NH:7][C:8](OC(C)(C)C)=O)[CH:6]=1.CN(C(OC)OC)C, predict the reaction product. The product is: [Br:1][C:2]1[N:3]=[C:4]2[C:15]([OH:22])=[C:16]([C:17]([O:19][CH2:20][CH3:21])=[O:18])[CH:8]=[N:7][N:5]2[CH:6]=1. (3) Given the reactants [H-].[Li+].[Al+3].[H-].[H-].[H-].[CH3:7][C:8]1[N:17]=[CH:16][CH:15]=[CH:14][C:9]=1[C:10](OC)=[O:11].O.[OH-].[Na+], predict the reaction product. The product is: [CH3:7][C:8]1[C:9]([CH2:10][OH:11])=[CH:14][CH:15]=[CH:16][N:17]=1. (4) Given the reactants [CH2:1]([C:8]1[CH:9]=[CH:10][C:11]2[O:15][C:14](B(O)O)=[CH:13][C:12]=2[CH:19]=1)[C:2]1[CH:7]=[CH:6][CH:5]=[CH:4][CH:3]=1.Br[C:21]1[CH:22]=[C:23]2[C:28](=[CH:29][CH:30]=1)[CH2:27][N:26](C(=O)C(F)(F)F)[CH2:25][CH2:24]2.BrC1C=CC=C2C=1CN(C(=O)C(F)(F)F)CC2.C([O-])([O-])=O.[Na+].[Na+], predict the reaction product. The product is: [CH2:1]([C:8]1[CH:9]=[CH:10][C:11]2[O:15][C:14]([C:21]3[CH:22]=[C:23]4[C:28](=[CH:29][CH:30]=3)[CH2:27][NH:26][CH2:25][CH2:24]4)=[CH:13][C:12]=2[CH:19]=1)[C:2]1[CH:7]=[CH:6][CH:5]=[CH:4][CH:3]=1. (5) Given the reactants C(O)(=[O:3])C.[CH3:5][CH2:6][CH2:7][CH2:8][CH2:9][CH2:10][CH2:11][CH2:12][CH2:13][CH2:14][CH2:15][CH2:16][CH2:17][CH2:18][CH2:19][CH2:20][O:21][CH2:22][CH2:23][CH2:24][O:25][P:26]1([O:32][CH2:31][C@H:30]([CH2:33][N:34]2[C:39](=[O:40])[N:38]=[C:37]([NH2:41])[CH:36]=[CH:35]2)[O:29][CH2:28]1)=[O:27], predict the reaction product. The product is: [CH3:5][CH2:6][CH2:7][CH2:8][CH2:9][CH2:10][CH2:11][CH2:12][CH2:13][CH2:14][CH2:15][CH2:16][CH2:17][CH2:18][CH2:19][CH2:20][O:21][CH2:22][CH2:23][CH2:24][O:25][P:26]([OH:32])([CH2:28][O:29][C@H:30]([CH2:31][OH:3])[CH2:33][N:34]1[C:39](=[O:40])[N:38]=[C:37]([NH2:41])[CH:36]=[CH:35]1)=[O:27].